From a dataset of NCI-60 drug combinations with 297,098 pairs across 59 cell lines. Regression. Given two drug SMILES strings and cell line genomic features, predict the synergy score measuring deviation from expected non-interaction effect. (1) Drug 1: CC12CCC3C(C1CCC2O)C(CC4=C3C=CC(=C4)O)CCCCCCCCCS(=O)CCCC(C(F)(F)F)(F)F. Drug 2: CN(C(=O)NC(C=O)C(C(C(CO)O)O)O)N=O. Cell line: SK-MEL-28. Synergy scores: CSS=1.91, Synergy_ZIP=-2.63, Synergy_Bliss=-6.86, Synergy_Loewe=-6.21, Synergy_HSA=-6.68. (2) Synergy scores: CSS=1.84, Synergy_ZIP=0.0794, Synergy_Bliss=2.80, Synergy_Loewe=2.42, Synergy_HSA=1.80. Drug 1: CCC1(CC2CC(C3=C(CCN(C2)C1)C4=CC=CC=C4N3)(C5=C(C=C6C(=C5)C78CCN9C7C(C=CC9)(C(C(C8N6C=O)(C(=O)OC)O)OC(=O)C)CC)OC)C(=O)OC)O.OS(=O)(=O)O. Drug 2: CC1=C(C=C(C=C1)C(=O)NC2=CC(=CC(=C2)C(F)(F)F)N3C=C(N=C3)C)NC4=NC=CC(=N4)C5=CN=CC=C5. Cell line: MDA-MB-435.